This data is from Full USPTO retrosynthesis dataset with 1.9M reactions from patents (1976-2016). The task is: Predict the reactants needed to synthesize the given product. (1) Given the product [CH3:1][N:2]1[C:7](=[O:8])[C:6]([C:9]2[CH:14]=[CH:13][CH:12]=[C:11]([C:15]([F:17])([F:16])[F:18])[CH:10]=2)=[C:5]([C:19]2[CH:20]=[CH:21][N:22]=[CH:23][CH:24]=2)[N:4]=[C:3]1[CH2:25][CH2:6][C:9]1[CH:14]=[CH:13][CH:12]=[CH:11][CH:10]=1, predict the reactants needed to synthesize it. The reactants are: [CH3:1][N:2]1[C:7](=[O:8])[C:6]([C:9]2[CH:14]=[CH:13][CH:12]=[C:11]([C:15]([F:18])([F:17])[F:16])[CH:10]=2)=[C:5]([C:19]2[CH:24]=[CH:23][N:22]=[CH:21][CH:20]=2)[N:4]=[C:3]1[C:25]#N. (2) Given the product [Cl:1][C:2]1[CH:3]=[C:4]([C:5](=[O:6])[NH:7][CH2:8][C:9]2[CH:14]=[C:13]([Cl:15])[CH:12]=[CH:11][C:10]=2[S:16]([CH2:19][CH3:20])(=[O:18])=[O:17])[CH:21]=[C:22]([C:26]([F:28])([F:29])[F:27])[C:23]=1[CH2:24][N:30]1[CH2:35][CH2:34][CH2:33][C@H:32]([C:36]([O:38][CH2:39][CH3:40])=[O:37])[CH2:31]1, predict the reactants needed to synthesize it. The reactants are: [Cl:1][C:2]1[CH:3]=[C:4]([CH:21]=[C:22]([C:26]([F:29])([F:28])[F:27])[C:23]=1[CH:24]=O)[C:5]([NH:7][CH2:8][C:9]1[CH:14]=[C:13]([Cl:15])[CH:12]=[CH:11][C:10]=1[S:16]([CH2:19][CH3:20])(=[O:18])=[O:17])=[O:6].[NH:30]1[CH2:35][CH2:34][CH2:33][C@H:32]([C:36]([O:38][CH2:39][CH3:40])=[O:37])[CH2:31]1. (3) Given the product [CH3:41][N:23]1[C:24]([NH:25][C:26]([O:28][CH:29]([C:31]2[CH:36]=[CH:35][CH:34]=[C:33]([C:37]([F:38])([F:39])[F:40])[CH:32]=2)[CH3:30])=[O:27])=[C:20]([C:17]2[CH:18]=[CH:19][C:14]([C:11]3[CH:10]=[CH:9][C:8]([C:5]4([C:3]([OH:4])=[O:2])[CH2:7][CH2:6]4)=[CH:13][CH:12]=3)=[CH:15][CH:16]=2)[N:21]=[N:22]1, predict the reactants needed to synthesize it. The reactants are: C[O:2][C:3]([C:5]1([C:8]2[CH:13]=[CH:12][C:11]([C:14]3[CH:19]=[CH:18][C:17]([C:20]4[N:21]=[N:22][N:23]([CH3:41])[C:24]=4[NH:25][C:26]([O:28][CH:29]([C:31]4[CH:36]=[CH:35][CH:34]=[C:33]([C:37]([F:40])([F:39])[F:38])[CH:32]=4)[CH3:30])=[O:27])=[CH:16][CH:15]=3)=[CH:10][CH:9]=2)[CH2:7][CH2:6]1)=[O:4].C1COCC1.[OH-].[Na+]. (4) Given the product [Cl:1][C:2]1[CH:9]=[CH:8][C:5]([CH:6]=[CH:13][C:14](=[O:15])[CH3:16])=[CH:4][CH:3]=1, predict the reactants needed to synthesize it. The reactants are: [Cl:1][C:2]1[CH:9]=[CH:8][C:5]([CH:6]=O)=[CH:4][CH:3]=1.[OH-].[Na+].O.[CH3:13][C:14]([CH3:16])=[O:15]. (5) Given the product [Cl:24][C:18]1[N:17]=[CH:16][C:15]([C:13]2[S:12][C:9]3[CH2:10][CH2:11][N:5]([CH:1]4[CH2:4][CH2:3][CH2:2]4)[CH2:6][CH2:7][C:8]=3[N:14]=2)=[CH:20][N:19]=1, predict the reactants needed to synthesize it. The reactants are: [CH:1]1([N:5]2[CH2:11][CH2:10][C:9]3[S:12][C:13]([C:15]4[CH:16]=[N:17][C:18](=O)[NH:19][CH:20]=4)=[N:14][C:8]=3[CH2:7][CH2:6]2)[CH2:4][CH2:3][CH2:2]1.P(Cl)(Cl)([Cl:24])=O. (6) Given the product [N:12]1([C:9]([C:6]2[NH:5][C:4]3[CH:3]=[CH:2][S:1][C:8]=3[CH:7]=2)=[O:11])[CH2:17][CH2:16][NH:15][CH2:14][CH2:13]1, predict the reactants needed to synthesize it. The reactants are: [S:1]1[C:8]2[CH:7]=[C:6]([C:9]([OH:11])=O)[NH:5][C:4]=2[CH:3]=[CH:2]1.[NH:12]1[CH2:17][CH2:16][NH:15][CH2:14][CH2:13]1. (7) Given the product [CH3:15][N:16]([CH3:22])[C:17](=[O:21])[CH2:18][N:19]([CH3:20])[C:12]([C:10]1[S:9][C:5]2[N:6]=[CH:7][N:8]=[C:3]([S:2][CH3:1])[C:4]=2[N:11]=1)=[O:14], predict the reactants needed to synthesize it. The reactants are: [CH3:1][S:2][C:3]1[C:4]2[N:11]=[C:10]([C:12]([OH:14])=O)[S:9][C:5]=2[N:6]=[CH:7][N:8]=1.[CH3:15][N:16]([CH3:22])[C:17](=[O:21])[CH2:18][NH:19][CH3:20]. (8) Given the product [Cl:1][C:2]1[C:3]2[N:10]([CH2:18][CH2:19][O:20][CH2:21][CH3:22])[CH:9]=[CH:8][C:4]=2[N:5]=[CH:6][N:7]=1, predict the reactants needed to synthesize it. The reactants are: [Cl:1][C:2]1[C:3]2[NH:10][CH:9]=[CH:8][C:4]=2[N:5]=[CH:6][N:7]=1.C(=O)([O-])[O-].[Cs+].[Cs+].Br[CH2:18][CH2:19][O:20][CH2:21][CH3:22]. (9) Given the product [CH:1]1([N:6]2[C:7]3[N:8]=[C:9]([NH:14][C:15]4[CH:30]=[CH:29][C:18]([C:19]([O:21][CH2:22][C:23]5[CH:24]=[CH:25][CH:26]=[CH:27][CH:28]=5)=[O:20])=[CH:17][C:16]=4[O:31][CH3:32])[N:10]=[CH:11][C:12]=3[N:13]=[C:34]([CH3:40])[C:35]2=[O:36])[CH2:2][CH2:3][CH2:4][CH2:5]1, predict the reactants needed to synthesize it. The reactants are: [CH:1]1([NH:6][C:7]2[C:12]([NH2:13])=[CH:11][N:10]=[C:9]([NH:14][C:15]3[CH:30]=[CH:29][C:18]([C:19]([O:21][CH2:22][C:23]4[CH:28]=[CH:27][CH:26]=[CH:25][CH:24]=4)=[O:20])=[CH:17][C:16]=3[O:31][CH3:32])[N:8]=2)[CH2:5][CH2:4][CH2:3][CH2:2]1.O=[C:34]([CH3:40])[C:35](OCC)=[O:36].O.[O-]S(C(F)(F)F)(=O)=O.[Yb+3].[O-]S(C(F)(F)F)(=O)=O.[O-]S(C(F)(F)F)(=O)=O.